From a dataset of Peptide-MHC class II binding affinity with 134,281 pairs from IEDB. Regression. Given a peptide amino acid sequence and an MHC pseudo amino acid sequence, predict their binding affinity value. This is MHC class II binding data. The peptide sequence is MNYYGKQENWYSLKK. The MHC is DRB1_1101 with pseudo-sequence DRB1_1101. The binding affinity (normalized) is 0.458.